The task is: Predict the reactants needed to synthesize the given product.. This data is from Full USPTO retrosynthesis dataset with 1.9M reactions from patents (1976-2016). (1) The reactants are: [C:1]([O:5][C:6]([N:8]1[CH2:13][C@H:12]([CH2:14][O:15][C:16]2[CH:25]=[C:24]3[C:19]([CH:20]=[CH:21][CH:22]=[N:23]3)=[CH:18][CH:17]=2)[N:11]([C:26]2[CH:31]=[CH:30][C:29]([O:32][CH2:33][CH2:34][CH2:35][O:36][CH2:37][C:38]3[CH:43]=[CH:42][CH:41]=[CH:40][C:39]=3[O:44][CH3:45])=[CH:28][CH:27]=2)[C:10](=[O:46])[CH2:9]1)=[O:7])([CH3:4])([CH3:3])[CH3:2].[BH4-].[Na+].[Cl-].[NH4+].O. Given the product [C:1]([O:5][C:6]([N:8]1[CH2:13][C@H:12]([CH2:14][O:15][C:16]2[CH:25]=[C:24]3[C:19]([CH2:20][CH2:21][CH2:22][NH:23]3)=[CH:18][CH:17]=2)[N:11]([C:26]2[CH:31]=[CH:30][C:29]([O:32][CH2:33][CH2:34][CH2:35][O:36][CH2:37][C:38]3[CH:43]=[CH:42][CH:41]=[CH:40][C:39]=3[O:44][CH3:45])=[CH:28][CH:27]=2)[C:10](=[O:46])[CH2:9]1)=[O:7])([CH3:3])([CH3:4])[CH3:2], predict the reactants needed to synthesize it. (2) Given the product [CH3:11][O:12][N:13]=[C:14]1[CH2:18][N:17]([C:19]([C:21]2[CH:22]=[CH:23][C:24]([C:27]3[CH:32]=[CH:31][CH:30]=[CH:29][C:28]=3[CH3:33])=[CH:25][CH:26]=2)=[O:20])[C@H:16]([C:34]([OH:36])=[O:35])[CH2:15]1, predict the reactants needed to synthesize it. The reactants are: [OH-].[Na+].N1CCC[C@H]1C(O)=O.[CH3:11][O:12][N:13]=[C:14]1[CH2:18][N:17]([C:19]([C:21]2[CH:26]=[CH:25][C:24]([C:27]3[CH:32]=[CH:31][CH:30]=[CH:29][C:28]=3[CH3:33])=[CH:23][CH:22]=2)=[O:20])[C@H:16]([C:34]([O:36]C)=[O:35])[CH2:15]1.O1CCOCC1.